From a dataset of Catalyst prediction with 721,799 reactions and 888 catalyst types from USPTO. Predict which catalyst facilitates the given reaction. (1) Reactant: [NH:1]([C:16]([O:18][CH2:19][C:20]1[CH:25]=[CH:24][CH:23]=[CH:22][CH:21]=1)=[O:17])[C@H:2]([C:13]([OH:15])=O)[CH2:3][C:4]1[C:12]2[C:7](=[CH:8][CH:9]=[CH:10][CH:11]=2)[NH:6][CH:5]=1.[NH2:26][C:27]1[CH:32]=[CH:31][CH:30]=[CH:29][CH:28]=1.C1CCC(N=C=NC2CCCCC2)CC1. Product: [NH:1]([C:16]([O:18][CH2:19][C:20]1[CH:21]=[CH:22][CH:23]=[CH:24][CH:25]=1)=[O:17])[C@H:2]([C:13]([NH:26][C:27]1[CH:32]=[CH:31][CH:30]=[CH:29][CH:28]=1)=[O:15])[CH2:3][C:4]1[C:12]2[C:7](=[CH:8][CH:9]=[CH:10][CH:11]=2)[NH:6][CH:5]=1. The catalyst class is: 1. (2) Reactant: [NH2:1][C:2]1[C:3]([C:10](/[N:12]=[C:13]2\[NH:14][CH2:15][C:16]3([CH2:23][CH:22]4[NH:24][CH:19]([CH2:20][CH2:21]4)[CH2:18]3)[NH:17]\2)=[O:11])=[N:4][C:5]([Cl:9])=[C:6]([NH2:8])[N:7]=1.CN(C(ON1N=NC2C=CC=NC1=2)=[N+](C)C)C.F[P-](F)(F)(F)(F)F.[CH2:49]([O:56][C:57]1[CH:62]=[CH:61][C:60]([CH2:63][CH2:64][C:65](O)=[O:66])=[CH:59][CH:58]=1)[C:50]1[CH:55]=[CH:54][CH:53]=[CH:52][CH:51]=1.CN1CCOCC1. Product: [NH2:1][C:2]1[C:3]([C:10](/[N:12]=[C:13]2\[NH:14][CH2:15][C:16]3([CH2:23][CH:22]4[N:24]([C:65](=[O:66])[CH2:64][CH2:63][C:60]5[CH:61]=[CH:62][C:57]([O:56][CH2:49][C:50]6[CH:55]=[CH:54][CH:53]=[CH:52][CH:51]=6)=[CH:58][CH:59]=5)[CH:19]([CH2:20][CH2:21]4)[CH2:18]3)[NH:17]\2)=[O:11])=[N:4][C:5]([Cl:9])=[C:6]([NH2:8])[N:7]=1. The catalyst class is: 3. (3) Reactant: [N+:1]([C:4]1[CH:5]=[C:6]([CH2:10][C:11]([OH:13])=[O:12])[CH:7]=[CH:8][CH:9]=1)([O-:3])=[O:2].[CH2:14]([N:16]([CH2:19][CH3:20])[CH2:17][CH3:18])C. Product: [CH3:14][N:16]1[C:19]2[C:20](=[CH:5][CH:4]=[CH:9][CH:8]=2)[C:18]([C:10]2[C:11](=[O:12])[O:12][C:11](=[O:13])[C:10]=2[C:6]2[CH:7]=[CH:8][CH:9]=[C:4]([N+:1]([O-:3])=[O:2])[CH:5]=2)=[CH:17]1. The catalyst class is: 4. (4) Reactant: [Br:1][C:2]1[C:10]([CH3:11])=[CH:9][CH:8]=[CH:7][C:3]=1[C:4](O)=[O:5].C(Cl)(=O)C([Cl:15])=O. Product: [Br:1][C:2]1[C:10]([CH3:11])=[CH:9][CH:8]=[CH:7][C:3]=1[C:4]([Cl:15])=[O:5]. The catalyst class is: 2. (5) Reactant: [H-].[Na+].[CH3:3][CH:4]([OH:6])[CH3:5].[Br:7][C:8]1[CH:9]=[C:10]([N:15]2[CH2:20][CH2:19][O:18][CH2:17][CH2:16]2)[C:11](F)=[N:12][CH:13]=1. Product: [Br:7][C:8]1[CH:9]=[C:10]([N:15]2[CH2:20][CH2:19][O:18][CH2:17][CH2:16]2)[C:11]([O:6][CH:4]([CH3:5])[CH3:3])=[N:12][CH:13]=1. The catalyst class is: 6. (6) Reactant: [Br:1][C:2]1[CH:3]=[C:4]2[C:9](=[C:10]3[CH:15]=[CH:14][CH:13]=[CH:12][C:11]=13)[N:8]=[CH:7][N:6]([C@H:16]1[CH2:21][CH2:20][O:19][CH2:18][C@@H:17]1[O:22][Si:23]([C:26]([CH3:29])([CH3:28])[CH3:27])([CH3:25])[CH3:24])[C:5]2=[O:30].[H-].[Na+].IC. Product: [Br:1][C:2]1[CH:3]=[C:4]2[C:9](=[C:10]3[CH:15]=[CH:14][CH:13]=[CH:12][C:11]=13)[NH:8][CH2:7][N:6]([C@H:16]1[CH2:21][CH2:20][O:19][CH2:18][C@@H:17]1[O:22][Si:23]([C:26]([CH3:28])([CH3:27])[CH3:29])([CH3:24])[CH3:25])[C:5]2=[O:30]. The catalyst class is: 3. (7) Product: [N:1]1([CH2:6][C:7]2[NH:14][C:12](=[O:13])[C:11]3[CH:15]=[CH:16][CH:17]=[N:18][C:10]=3[N:9]=2)[CH:5]=[N:4][CH:3]=[N:2]1. Reactant: [N:1]1([CH2:6][C:7]([NH:9][C:10]2[N:18]=[CH:17][CH:16]=[CH:15][C:11]=2[C:12]([NH2:14])=[O:13])=O)[CH:5]=[N:4][CH:3]=[N:2]1. The catalyst class is: 17.